This data is from Full USPTO retrosynthesis dataset with 1.9M reactions from patents (1976-2016). The task is: Predict the reactants needed to synthesize the given product. (1) Given the product [CH:22]1[C:18]([C:19]([NH:2][C:3]2[C:4]([Cl:10])=[CH:5][N:6]=[CH:7][C:8]=2[Cl:9])=[O:20])=[CH:17][C:16]([O:15][CH2:14][CH:11]2[CH2:12][CH2:13]2)=[C:24]([O:25][CH:26]([F:27])[F:28])[CH:23]=1, predict the reactants needed to synthesize it. The reactants are: [K].[NH2:2][C:3]1[C:8]([Cl:9])=[CH:7][N:6]=[CH:5][C:4]=1[Cl:10].[CH:11]1([CH2:14][O:15][C:16]2[CH:17]=[C:18]([CH:22]=[CH:23][C:24]=2[O:25][CH:26]([F:28])[F:27])[C:19](Cl)=[O:20])[CH2:13][CH2:12]1.Cl. (2) Given the product [OH:27][CH:12]([C:3]1[CH:4]=[CH:5][C:6]2[C:7](=[O:11])[O:8][CH2:9][C:10]=2[C:2]=1[CH3:1])[CH2:13][CH:14]1[CH2:15][CH2:16][N:17]([C:20]([O:22][C:23]([CH3:26])([CH3:25])[CH3:24])=[O:21])[CH2:18][CH2:19]1, predict the reactants needed to synthesize it. The reactants are: [CH3:1][C:2]1[C:10]2[CH2:9][O:8][C:7](=[O:11])[C:6]=2[CH:5]=[CH:4][C:3]=1[C:12](=[O:27])[CH2:13][CH:14]1[CH2:19][CH2:18][N:17]([C:20]([O:22][C:23]([CH3:26])([CH3:25])[CH3:24])=[O:21])[CH2:16][CH2:15]1.[BH4-].[Na+]. (3) The reactants are: [CH3:1][O:2][C:3]1[C:8](B(O)O)=[CH:7][CH:6]=[CH:5][N:4]=1.FC(F)(F)S(O[C:18]1[CH:27]=[CH:26][CH:25]=[C:24]2[C:19]=1[CH2:20][C@H:21]([N:28]([CH2:36][C:37]1[CH:42]=[CH:41][CH:40]=[CH:39][CH:38]=1)[CH2:29][C:30]1[CH:35]=[CH:34][CH:33]=[CH:32][CH:31]=1)[CH2:22][O:23]2)(=O)=O. Given the product [CH2:36]([N:28]([CH2:29][C:30]1[CH:35]=[CH:34][CH:33]=[CH:32][CH:31]=1)[C@H:21]1[CH2:20][C:19]2[C:24](=[CH:25][CH:26]=[CH:27][C:18]=2[C:8]2[C:3]([O:2][CH3:1])=[N:4][CH:5]=[CH:6][CH:7]=2)[O:23][CH2:22]1)[C:37]1[CH:38]=[CH:39][CH:40]=[CH:41][CH:42]=1, predict the reactants needed to synthesize it. (4) Given the product [NH2:3][CH:12]([C:22]1[CH:27]=[CH:26][CH:25]=[CH:24][CH:23]=1)[CH2:13][NH:14][C:15](=[O:21])[O:16][C:17]([CH3:20])([CH3:18])[CH3:19], predict the reactants needed to synthesize it. The reactants are: O=C1C2C(=CC=CC=2)C(=O)[N:3]1[CH:12]([C:22]1[CH:27]=[CH:26][CH:25]=[CH:24][CH:23]=1)[CH2:13][NH:14][C:15](=[O:21])[O:16][C:17]([CH3:20])([CH3:19])[CH3:18].CN.NN. (5) The reactants are: [OH:1][C:2]1[CH:3]=[CH:4][C:5]2[N:9]=[C:8]([C:10]3[CH:11]=[N:12][CH:13]=[CH:14][CH:15]=3)[N:7]([C:16]3[CH:21]=[CH:20][C:19]([F:22])=[CH:18][CH:17]=3)[C:6]=2[CH:23]=1.[CH3:24][O:25][C:26](=[O:33])[CH2:27][CH2:28][CH2:29][CH2:30][CH2:31]Br. Given the product [CH3:24][O:25][C:26](=[O:33])[CH2:27][CH2:28][CH2:29][CH2:30][CH2:31][O:1][C:2]1[CH:3]=[CH:4][C:5]2[N:9]=[C:8]([C:10]3[CH:11]=[N:12][CH:13]=[CH:14][CH:15]=3)[N:7]([C:16]3[CH:21]=[CH:20][C:19]([F:22])=[CH:18][CH:17]=3)[C:6]=2[CH:23]=1, predict the reactants needed to synthesize it. (6) Given the product [OH:1][C:2]1[CH:7]=[CH:6][C:5]([C:8]2[CH:9]=[C:10]([C:15]3[CH:16]=[CH:17][C:32]([O:27][CH2:28][C:29]([NH:30][CH2:33][CH2:34][N:35]4[CH2:51][CH2:52][CH2:53][CH2:61][CH2:60]4)=[O:36])=[CH:31][CH:20]=3)[NH:11][C:12](=[O:14])[N:13]=2)=[CH:4][C:3]=1[CH3:26], predict the reactants needed to synthesize it. The reactants are: [OH:1][C:2]1[CH:7]=[CH:6][C:5]([C:8]2[CH:9]=[C:10]([C:15]3[CH:20]=CC(OCC(O)=O)=[CH:17][CH:16]=3)[NH:11][C:12](=[O:14])[N:13]=2)=[CH:4][C:3]=1[CH3:26].[O:27]1[CH2:32][CH2:31][N:30]([CH2:33][CH2:34][NH2:35])[CH2:29][CH2:28]1.[OH:36]N1C2C=CC=CC=2N=N1.CCN=C=N[CH2:51][CH2:52][CH2:53][N+](C)(C)C.[I-].Cl[CH:60](Cl)[CH3:61]. (7) Given the product [CH3:22][C:23]1[C:24]2[N:25]([CH:29]=[C:30]([CH2:32][C@@H:33]3[CH2:38][CH2:37][CH2:36][CH2:35][N:34]3[C:7]([C:5]3[N:6]=[C:2]([CH3:1])[S:3][C:4]=3[C:10]3[CH:15]=[CH:14][CH:13]=[CH:12][CH:11]=3)=[O:9])[N:31]=2)[CH:26]=[CH:27][CH:28]=1, predict the reactants needed to synthesize it. The reactants are: [CH3:1][C:2]1[S:3][C:4]([C:10]2[CH:15]=[CH:14][CH:13]=[CH:12][CH:11]=2)=[C:5]([C:7]([OH:9])=O)[N:6]=1.C(Cl)(=O)C(Cl)=O.[CH3:22][C:23]1[C:24]2[N:25]([CH:29]=[C:30]([CH2:32][C@@H:33]3[CH2:38][CH2:37][CH2:36][CH2:35][NH:34]3)[N:31]=2)[CH:26]=[CH:27][CH:28]=1.